Regression. Given two drug SMILES strings and cell line genomic features, predict the synergy score measuring deviation from expected non-interaction effect. From a dataset of NCI-60 drug combinations with 297,098 pairs across 59 cell lines. (1) Drug 1: CNC(=O)C1=CC=CC=C1SC2=CC3=C(C=C2)C(=NN3)C=CC4=CC=CC=N4. Drug 2: CC1C(C(CC(O1)OC2CC(OC(C2O)C)OC3=CC4=CC5=C(C(=O)C(C(C5)C(C(=O)C(C(C)O)O)OC)OC6CC(C(C(O6)C)O)OC7CC(C(C(O7)C)O)OC8CC(C(C(O8)C)O)(C)O)C(=C4C(=C3C)O)O)O)O. Cell line: NCI-H522. Synergy scores: CSS=11.9, Synergy_ZIP=-2.75, Synergy_Bliss=0.592, Synergy_Loewe=1.05, Synergy_HSA=0.744. (2) Synergy scores: CSS=-7.04, Synergy_ZIP=2.64, Synergy_Bliss=-0.831, Synergy_Loewe=-5.15, Synergy_HSA=-5.07. Drug 1: CCCS(=O)(=O)NC1=C(C(=C(C=C1)F)C(=O)C2=CNC3=C2C=C(C=N3)C4=CC=C(C=C4)Cl)F. Cell line: OVCAR-4. Drug 2: C1=CC(=CC=C1CC(C(=O)O)N)N(CCCl)CCCl.Cl.